Task: Regression. Given a peptide amino acid sequence and an MHC pseudo amino acid sequence, predict their binding affinity value. This is MHC class I binding data.. Dataset: Peptide-MHC class I binding affinity with 185,985 pairs from IEDB/IMGT The peptide sequence is STFTFPGIY. The MHC is HLA-A02:03 with pseudo-sequence HLA-A02:03. The binding affinity (normalized) is 0.0847.